Dataset: Reaction yield outcomes from USPTO patents with 853,638 reactions. Task: Predict the reaction yield, written as a fraction of the theoretical maximum amount of product (1.0 means a 100% yield; for example, 0.34 means a 34% yield). The reactants are [C:1]1([CH2:7][O:8][C:9]2[NH:13][C:12](=[O:14])[O:11][N:10]=2)[CH:6]=[CH:5][CH:4]=[CH:3][CH:2]=1.[CH3:15][CH:16]([CH3:19])[CH2:17]O.C1(P(C2C=CC=CC=2)C2C=CC=CC=2)C=CC=CC=1.N(C(OCC)=O)=NC(OCC)=O. The catalyst is O1CCCC1. The product is [CH3:15][CH:16]([CH3:19])[CH2:17][N:13]1[C:12](=[O:14])[O:11][N:10]=[C:9]1[O:8][CH2:7][C:1]1[CH:2]=[CH:3][CH:4]=[CH:5][CH:6]=1. The yield is 0.840.